This data is from Full USPTO retrosynthesis dataset with 1.9M reactions from patents (1976-2016). The task is: Predict the reactants needed to synthesize the given product. (1) Given the product [CH3:21][C:19]1[CH:20]=[C:16]([C:13]2[NH:12][C:11]([C:3]3[CH:4]=[C:5]([NH:8][C:36](=[O:39])[C:24]4[CH:32]=[CH:31][C:30]([N:33]5[CH2:14][C@@H:13]([CH3:16])[N:12]([CH3:11])[C@@H:49]([CH3:50])[CH2:51]5)=[CH:29][C:25]=4[CH3:26])[CH:6]=[CH:7][C:2]=3[Cl:1])=[N:15][CH:14]=2)[S:17][CH:18]=1, predict the reactants needed to synthesize it. The reactants are: [Cl:1][C:2]1[CH:7]=[CH:6][C:5]([N+:8]([O-])=O)=[CH:4][C:3]=1[C:11]1[NH:12][C:13]([C:16]2[S:17][CH:18]=[C:19]([CH3:21])[CH:20]=2)=[CH:14][N:15]=1.Cl.Cl[C:24]1[CH:32]=[CH:31][C:30]([N+:33]([O-])=O)=[CH:29][C:25]=1[C:26](=N)N.[C:36](=[O:39])([O-])[O-].[K+].[K+].BrCC(C1SC=[C:49]([CH3:51])[CH:50]=1)=O. (2) Given the product [CH3:23][O:22][C:15]1[C:14]2[C:18](=[CH:19][CH:20]=[CH:21][C:13]=2[C:6]([C:7]2[CH:12]=[CH:11][CH:10]=[CH:9][CH:8]=2)=[CH:5][C:4]([NH:41][CH3:40])=[O:3])[NH:17][N:16]=1, predict the reactants needed to synthesize it. The reactants are: C([O:3][C:4](=O)[CH:5]=[C:6]([C:13]1[CH:21]=[CH:20][CH:19]=[C:18]2[C:14]=1[C:15]([O:22][CH3:23])=[N:16][NH:17]2)[C:7]1[CH:12]=[CH:11][CH:10]=[CH:9][CH:8]=1)C.C(OC(=O)C=C(C1C=CC=C2C=1C(C#N)=[CH:40][NH:41]2)C1C=CC=CC=1)C. (3) Given the product [C:20]1([C:17]2[N:16]=[CH:15][C:14]([CH2:13][CH2:12][NH:11][C:9](=[O:10])[O:8][CH2:7][C:6]([NH:2][CH3:1])=[O:26])=[CH:19][CH:18]=2)[CH:21]=[CH:22][CH:23]=[CH:24][CH:25]=1, predict the reactants needed to synthesize it. The reactants are: [CH3:1][NH2:2].C(O[C:6](=[O:26])[CH2:7][O:8][C:9]([NH:11][CH2:12][CH2:13][C:14]1[CH:15]=[N:16][C:17]([C:20]2[CH:25]=[CH:24][CH:23]=[CH:22][CH:21]=2)=[CH:18][CH:19]=1)=[O:10])C. (4) Given the product [CH3:1][CH:2]([NH2:24])[C:3]#[C:4][C:5]1[S:9][C:8]([O:10][C:11]2[CH:16]=[CH:15][C:14]([O:17][C:18]3[CH:23]=[CH:22][CH:21]=[CH:20][CH:19]=3)=[CH:13][CH:12]=2)=[N:7][CH:6]=1, predict the reactants needed to synthesize it. The reactants are: [CH3:1][CH:2]([N:24]1C(=O)C2C(=CC=CC=2)C1=O)[C:3]#[C:4][C:5]1[S:9][C:8]([O:10][C:11]2[CH:16]=[CH:15][C:14]([O:17][C:18]3[CH:23]=[CH:22][CH:21]=[CH:20][CH:19]=3)=[CH:13][CH:12]=2)=[N:7][CH:6]=1.O.NN.